Task: Predict the reactants needed to synthesize the given product.. Dataset: Full USPTO retrosynthesis dataset with 1.9M reactions from patents (1976-2016) (1) The reactants are: C[O:2][C:3](=[O:7])[CH:4](Br)[CH3:5].[CH3:8][O:9][C:10]1[CH:54]=[C:53]([O:55][CH3:56])[CH:52]=[C:51]([O:57][CH3:58])[C:11]=1/[CH:12]=[CH:13]/[CH:14]([S:24]([CH:27](/[CH:37]=[CH:38]/[C:39]1[C:44]([O:45][CH3:46])=[CH:43][C:42]([O:47][CH3:48])=[CH:41][C:40]=1[O:49][CH3:50])[C:28]1[CH:33]=[CH:32][C:31]([O:34][CH3:35])=[C:30]([NH2:36])[CH:29]=1)(=[O:26])=[O:25])[C:15]1[CH:20]=[CH:19][C:18]([O:21][CH3:22])=[C:17]([NH2:23])[CH:16]=1. Given the product [CH3:58][O:57][C:51]1[CH:52]=[C:53]([O:55][CH3:56])[CH:54]=[C:10]([O:9][CH3:8])[C:11]=1/[CH:12]=[CH:13]/[CH:14]([S:24]([CH:27](/[CH:37]=[CH:38]/[C:39]1[C:40]([O:49][CH3:50])=[CH:41][C:42]([O:47][CH3:48])=[CH:43][C:44]=1[O:45][CH3:46])[C:28]1[CH:33]=[CH:32][C:31]([O:34][CH3:35])=[C:30]([NH:36][CH:4]([C:3]([OH:7])=[O:2])[CH3:5])[CH:29]=1)(=[O:26])=[O:25])[C:15]1[CH:20]=[CH:19][C:18]([O:21][CH3:22])=[C:17]([NH:23][CH:4]([C:3]([OH:2])=[O:7])[CH3:5])[CH:16]=1, predict the reactants needed to synthesize it. (2) The reactants are: [H-].[Na+].[C:3]([O:7][C:8]([NH:10][C:11]1[N:16]=[C:15]([C:17]([O:19][CH2:20][CH3:21])=[O:18])[CH:14]=[CH:13][CH:12]=1)=[O:9])([CH3:6])([CH3:5])[CH3:4].Br[CH2:23][C:24]([O:26][C:27]([CH3:30])([CH3:29])[CH3:28])=[O:25].[Cl-].[NH4+]. Given the product [C:3]([O:7][C:8]([N:10]([CH2:23][C:24]([O:26][C:27]([CH3:30])([CH3:29])[CH3:28])=[O:25])[C:11]1[CH:12]=[CH:13][CH:14]=[C:15]([C:17]([O:19][CH2:20][CH3:21])=[O:18])[N:16]=1)=[O:9])([CH3:6])([CH3:5])[CH3:4], predict the reactants needed to synthesize it. (3) Given the product [F:1][C:2]1[CH:3]=[C:4]2[C:8](=[CH:9][CH:10]=1)[NH:7][C:6](=[O:11])[C:5]2=[C:41]1[C:42]2[C:38](=[CH:37][C:36]([CH2:35][CH2:34][N:31]3[CH2:32][CH2:33][CH:28]([OH:27])[CH2:29][CH2:30]3)=[CH:44][CH:43]=2)[C:39]([CH3:47])([CH3:46])[O:40]1, predict the reactants needed to synthesize it. The reactants are: [F:1][C:2]1[CH:3]=[C:4]2[C:8](=[CH:9][CH:10]=1)[NH:7][C:6](=[O:11])[CH2:5]2.[Li+].C[Si]([N-][Si](C)(C)C)(C)C.C1COCC1.[OH:27][CH:28]1[CH2:33][CH2:32][N:31]([CH2:34][CH2:35][C:36]2[CH:37]=[C:38]3[C:42](=[CH:43][CH:44]=2)[C:41](=O)[O:40][C:39]3([CH3:47])[CH3:46])[CH2:30][CH2:29]1. (4) Given the product [F:18][C:2]([F:1])([F:17])[C:3]([N:5]1[CH2:11][CH2:10][C:9]2[CH:12]=[C:13]([O:16][C:20]3[CH:28]=[CH:27][C:23]([C:24]([NH2:26])=[O:25])=[CH:22][N:21]=3)[CH:14]=[CH:15][C:8]=2[CH2:7][CH2:6]1)=[O:4], predict the reactants needed to synthesize it. The reactants are: [F:1][C:2]([F:18])([F:17])[C:3]([N:5]1[CH2:11][CH2:10][C:9]2[CH:12]=[C:13]([OH:16])[CH:14]=[CH:15][C:8]=2[CH2:7][CH2:6]1)=[O:4].Cl[C:20]1[CH:28]=[CH:27][C:23]([C:24]([NH2:26])=[O:25])=[CH:22][N:21]=1.C([O-])([O-])=O.[K+].[K+].C1(C)C=CC=CC=1. (5) Given the product [C:5]([O:9][C:10]([NH:12][C@H:13]1[CH2:14][CH2:15][C@H:16]([CH:19]([C:22]2[S:26][CH:25]=[C:24]([C:27]([O:29][CH3:30])=[O:28])[C:23]=2[CH3:31])[CH2:20][CH3:21])[CH2:17][CH2:18]1)=[O:11])([CH3:8])([CH3:7])[CH3:6], predict the reactants needed to synthesize it. The reactants are: C(O)(C)C.[C:5]([O:9][C:10]([NH:12][C@H:13]1[CH2:18][CH2:17][C@H:16](/[C:19](/[C:22]2[S:26][CH:25]=[C:24]([C:27]([O:29][CH3:30])=[O:28])[C:23]=2[CH3:31])=[CH:20]\[CH3:21])[CH2:15][CH2:14]1)=[O:11])([CH3:8])([CH3:7])[CH3:6]. (6) Given the product [Cl:1][C:2]1[CH:3]=[C:4]([CH:8]([NH:10][C:12]2[CH:17]=[C:16]([F:18])[CH:15]=[CH:14][C:13]=2[N+:19]([O-:21])=[O:20])[CH3:9])[CH:5]=[CH:6][CH:7]=1, predict the reactants needed to synthesize it. The reactants are: [Cl:1][C:2]1[CH:3]=[C:4]([CH:8]([NH2:10])[CH3:9])[CH:5]=[CH:6][CH:7]=1.F[C:12]1[CH:17]=[C:16]([F:18])[CH:15]=[CH:14][C:13]=1[N+:19]([O-:21])=[O:20].C(N(CC)C(C)C)(C)C. (7) Given the product [Cl:22][C:15]1[CH:16]=[N+:17]([O-:21])[CH:18]=[C:19]([Cl:20])[C:14]=1[NH:13][C:11](=[O:12])[C:10]1[CH:23]=[CH:24][CH:25]=[C:8]([C:6]2[C:31]3[C:30](=[CH:29][C:28]([O:27][CH3:26])=[C:36]4[O:35][C:34]([CH3:38])([CH3:37])[CH2:33][C:32]4=3)[CH2:39][C:40]([CH3:42])([CH3:41])[N:7]=2)[CH:9]=1, predict the reactants needed to synthesize it. The reactants are: S(=O)(=O)(O)O.[C:6]([C:8]1[CH:9]=[C:10]([CH:23]=[CH:24][CH:25]=1)[C:11]([NH:13][C:14]1[C:19]([Cl:20])=[CH:18][N+:17]([O-:21])=[CH:16][C:15]=1[Cl:22])=[O:12])#[N:7].[CH3:26][O:27][C:28]1[C:36]2[O:35][C:34]([CH3:38])([CH3:37])[CH2:33][C:32]=2[CH:31]=[C:30]([CH:39](O)[CH:40]([CH3:42])[CH3:41])[CH:29]=1.C(O)(=O)C.